Dataset: Full USPTO retrosynthesis dataset with 1.9M reactions from patents (1976-2016). Task: Predict the reactants needed to synthesize the given product. (1) Given the product [I:12][CH2:2][C:3]1[CH:8]=[CH:7][C:6]([N+:9]([O-:11])=[O:10])=[CH:5][CH:4]=1, predict the reactants needed to synthesize it. The reactants are: Cl[CH2:2][C:3]1[CH:8]=[CH:7][C:6]([N+:9]([O-:11])=[O:10])=[CH:5][CH:4]=1.[I-:12].[Na+].O. (2) Given the product [CH:1]([NH:4][C:5]1[O:6][C:7]([C:10]2[CH:11]=[C:12]3[C:16](=[CH:17][CH:18]=2)[N:15]([S:19]([C:22]2[CH:28]=[CH:27][C:25]([CH3:26])=[CH:24][CH:23]=2)(=[O:20])=[O:21])[CH:14]=[C:13]3[C:39]2[N:44]=[C:43]([C:45]([OH:47])=[O:46])[CH:42]=[CH:41][CH:40]=2)=[N:8][N:9]=1)([CH3:3])[CH3:2], predict the reactants needed to synthesize it. The reactants are: [CH:1]([NH:4][C:5]1[O:6][C:7]([C:10]2[CH:11]=[C:12]3[C:16](=[CH:17][CH:18]=2)[N:15]([S:19]([C:22]2[CH:28]=[CH:27][C:25]([CH3:26])=[CH:24][CH:23]=2)(=[O:21])=[O:20])[CH:14]=[C:13]3B2OC(C)(C)C(C)(C)O2)=[N:8][N:9]=1)([CH3:3])[CH3:2].Br[C:39]1[N:44]=[C:43]([C:45]([OH:47])=[O:46])[CH:42]=[CH:41][CH:40]=1.O.C([O-])([O-])=O.[Na+].[Na+]. (3) Given the product [CH3:17][O:16][C:9]1[CH:8]=[C:7]([C:21]2[O:20][CH:24]=[CH:23][CH:22]=2)[CH:12]=[C:11]([O:13][CH3:14])[C:10]=1[CH3:15], predict the reactants needed to synthesize it. The reactants are: FC(F)(F)S(O[C:7]1[CH:12]=[C:11]([O:13][CH3:14])[C:10]([CH3:15])=[C:9]([O:16][CH3:17])[CH:8]=1)(=O)=O.[O:20]1[CH:24]=[CH:23][CH:22]=[C:21]1B(O)O.[Li+].[Cl-].C([O-])([O-])=O.[Na+].[Na+]. (4) Given the product [C:28]1([CH:26]([O:1][C:2]2[CH:7]=[CH:6][N:5]([C:8]3[CH:9]=[C:10]4[C:14](=[CH:15][CH:16]=3)[N:13]([CH2:17][CH2:18][N:19]3[CH2:23][CH2:22][CH2:21][CH2:20]3)[N:12]=[CH:11]4)[C:4](=[O:24])[CH:3]=2)[CH3:27])[CH:33]=[CH:32][CH:31]=[CH:30][CH:29]=1, predict the reactants needed to synthesize it. The reactants are: [OH:1][C:2]1[CH:7]=[CH:6][N:5]([C:8]2[CH:9]=[C:10]3[C:14](=[CH:15][CH:16]=2)[N:13]([CH2:17][CH2:18][N:19]2[CH2:23][CH2:22][CH2:21][CH2:20]2)[N:12]=[CH:11]3)[C:4](=[O:24])[CH:3]=1.Br[CH:26]([C:28]1[CH:33]=[CH:32][CH:31]=[CH:30][CH:29]=1)[CH3:27]. (5) Given the product [CH2:11]([O:10][C:8]1[CH:7]=[C:4]([CH:3]=[C:2]([O:17][CH2:14][CH3:20])[CH:9]=1)[CH:5]=[O:6])[CH3:12], predict the reactants needed to synthesize it. The reactants are: O[C:2]1[CH:3]=[C:4]([CH:7]=[C:8]([OH:10])[CH:9]=1)[CH:5]=[O:6].[CH2:11](I)[CH3:12].[C:14]([O-:17])([O-])=O.[K+].[K+].[CH3:20]N(C=O)C.